Dataset: Catalyst prediction with 721,799 reactions and 888 catalyst types from USPTO. Task: Predict which catalyst facilitates the given reaction. (1) Reactant: CCN(C(C)C)C(C)C.[CH:10]1([C:13](Cl)=[O:14])[CH2:12][CH2:11]1.[NH2:16][CH2:17][C:18]1[CH:23]=[CH:22][C:21]([C:24]([N:26]2[CH2:35][CH2:34][C:33]3[N:32]=[C:31]([CH3:36])[N:30]([CH2:37][C:38]4[CH:43]=[CH:42][CH:41]=[CH:40][CH:39]=4)[C:29]=3[C:28]3[CH:44]=[CH:45][CH:46]=[CH:47][C:27]2=3)=[O:25])=[CH:20][C:19]=1[CH3:48]. Product: [CH2:37]([N:30]1[C:29]2[C:28]3[CH:44]=[CH:45][CH:46]=[CH:47][C:27]=3[N:26]([C:24]([C:21]3[CH:22]=[CH:23][C:18]([CH2:17][NH:16][C:13]([CH:10]4[CH2:12][CH2:11]4)=[O:14])=[C:19]([CH3:48])[CH:20]=3)=[O:25])[CH2:35][CH2:34][C:33]=2[N:32]=[C:31]1[CH3:36])[C:38]1[CH:43]=[CH:42][CH:41]=[CH:40][CH:39]=1. The catalyst class is: 4. (2) Reactant: [CH2:1]([C:4]1[CH:9]=[CH:8][N:7]=[CH:6][CH:5]=1)[CH2:2][CH3:3].[NH2-:10].[Na+].Cl. Product: [CH2:1]([C:4]1[CH:9]=[CH:8][N:7]=[C:6]([NH2:10])[CH:5]=1)[CH2:2][CH3:3]. The catalyst class is: 11. (3) Product: [CH2:1]([O:5][C:6]1[CH:7]=[C:8]([CH2:28][CH2:29][C:30]([O:32][CH3:33])=[O:31])[CH:9]=[CH:10][C:11]=1[C:12]1[CH:17]=[CH:16][CH:15]=[C:14]([N:18]([CH3:27])[C:19]([NH:21][CH2:22][CH2:23][CH2:24][CH2:25][CH3:26])=[O:20])[N:13]=1)[CH2:2][CH2:3][CH3:4]. Reactant: [CH2:1]([O:5][C:6]1[CH:7]=[C:8](/[CH:28]=[CH:29]/[C:30]([O:32][CH3:33])=[O:31])[CH:9]=[CH:10][C:11]=1[C:12]1[CH:17]=[CH:16][CH:15]=[C:14]([N:18]([CH3:27])[C:19]([NH:21][CH2:22][CH2:23][CH2:24][CH2:25][CH3:26])=[O:20])[N:13]=1)[CH2:2][CH2:3][CH3:4]. The catalyst class is: 19. (4) Reactant: [CH3:1][O:2][C:3]([CH:5]1[CH2:9][CH:8]([CH2:10][O:11][C:12]2[CH:17]=[CH:16][C:15]([C:18]3[N:26](COCC[Si](C)(C)C)[C:25]4[C:24](=[O:35])[N:23]([CH2:36][CH2:37][CH3:38])[C:22](=[O:39])[N:21]([CH2:40][CH2:41][CH3:42])[C:20]=4[N:19]=3)=[CH:14][CH:13]=2)[CH2:7][N:6]1C(OC(C)(C)C)=O)=[O:4]. Product: [CH3:1][O:2][C:3]([CH:5]1[CH2:9][CH:8]([CH2:10][O:11][C:12]2[CH:17]=[CH:16][C:15]([C:18]3[NH:26][C:25]4[C:24](=[O:35])[N:23]([CH2:36][CH2:37][CH3:38])[C:22](=[O:39])[N:21]([CH2:40][CH2:41][CH3:42])[C:20]=4[N:19]=3)=[CH:14][CH:13]=2)[CH2:7][NH:6]1)=[O:4]. The catalyst class is: 240. (5) Reactant: [CH3:1][CH2:2][O:3][C:4]([C@@H:6]1[CH2:10][C@H:9]([C:11]([CH3:13])=[CH2:12])[C@H:8]([C:14]2[CH:19]=[CH:18][C:17]([O:20][CH3:21])=[C:16]([O:22][CH2:23][CH2:24][CH2:25][O:26][CH3:27])[CH:15]=2)[N:7]1[C:28]([O:30][C:31]([CH3:34])([CH3:33])[CH3:32])=[O:29])=[O:5]. Product: [CH3:1][CH2:2][O:3][C:4]([C@@H:6]1[CH2:10][C@@H:9]([CH:11]([CH3:13])[CH3:12])[C@H:8]([C:14]2[CH:19]=[CH:18][C:17]([O:20][CH3:21])=[C:16]([O:22][CH2:23][CH2:24][CH2:25][O:26][CH3:27])[CH:15]=2)[N:7]1[C:28]([O:30][C:31]([CH3:34])([CH3:32])[CH3:33])=[O:29])=[O:5]. The catalyst class is: 787. (6) Reactant: [CH:1]1([CH:6]([C:21]2[CH:26]=[CH:25][C:24]([CH2:27][N:28]3[C:33](=[O:34])[CH2:32][O:31][C:30]([C:35]4[CH:40]=[CH:39][CH:38]=[CH:37][CH:36]=4)=[N:29]3)=[CH:23][CH:22]=2)[C:7]([NH:9][C:10]2[CH:15]=[CH:14][C:13](/[CH:16]=[CH:17]/[C:18]([OH:20])=[O:19])=[CH:12][CH:11]=2)=[O:8])[CH2:5][CH2:4][CH2:3][CH2:2]1. Product: [CH:1]1([CH:6]([C:21]2[CH:26]=[CH:25][C:24]([CH2:27][N:28]3[C:33](=[O:34])[CH2:32][O:31][C:30]([C:35]4[CH:40]=[CH:39][CH:38]=[CH:37][CH:36]=4)=[N:29]3)=[CH:23][CH:22]=2)[C:7]([NH:9][C:10]2[CH:11]=[CH:12][C:13]([CH2:16][CH2:17][C:18]([OH:20])=[O:19])=[CH:14][CH:15]=2)=[O:8])[CH2:2][CH2:3][CH2:4][CH2:5]1. The catalyst class is: 63.